Dataset: Reaction yield outcomes from USPTO patents with 853,638 reactions. Task: Predict the reaction yield, written as a fraction of the theoretical maximum amount of product (1.0 means a 100% yield; for example, 0.34 means a 34% yield). (1) The reactants are [CH3:1][C:2]1[CH:7]=[CH:6][C:5]([C:8]2[N:9]=[C:10]3[CH:15]=[CH:14][C:13]([CH3:16])=[CH:12][N:11]3[C:17]=2[CH2:18][C:19](O)=[O:20])=[CH:4][CH:3]=1.S(Cl)(Cl)=O.Cl.[CH3:27][NH:28][CH3:29].C(N(CC)CC)C.[C:37]([OH:46])(=[O:45])[CH:38]([CH:40]([C:42]([OH:44])=[O:43])[OH:41])[OH:39]. The catalyst is C(Cl)Cl.O. The product is [CH3:1][C:2]1[CH:3]=[CH:4][C:5]([C:8]2[N:9]=[C:10]3[N:11]([CH:12]=[C:13]([CH3:16])[CH:14]=[CH:15]3)[C:17]=2[CH2:18][C:19]([N:28]([CH3:29])[CH3:27])=[O:20])=[CH:6][CH:7]=1.[CH:38]([OH:39])([C:37]([OH:46])=[O:45])[CH:40]([OH:41])[C:42]([OH:44])=[O:43]. The yield is 0.652. (2) The reactants are [C:1]12([C:11]3[CH:16]=[CH:15][C:14]([OH:17])=[CH:13][CH:12]=3)[CH2:10][CH:5]3[CH2:6][CH:7]([CH2:9][CH:3]([CH2:4]3)[CH2:2]1)[CH2:8]2.[C:18]([O:22][CH3:23])(=[O:21])[C:19]#[CH:20].C1C=CC(P(C2C=CC=CC=2)C2C=CC=CC=2)=CC=1. The catalyst is C1(C)C=CC=CC=1. The product is [CH3:23][O:22][C:18](=[O:21])/[CH:19]=[CH:20]/[O:17][C:14]1[CH:13]=[CH:12][C:11]([C:1]23[CH2:8][CH:7]4[CH2:9][CH:3]([CH2:4][CH:5]([CH2:6]4)[CH2:10]2)[CH2:2]3)=[CH:16][CH:15]=1. The yield is 0.906. (3) The reactants are [OH:1][C:2]1[CH:3]=[C:4]([CH:7]=[CH:8][CH:9]=1)[CH2:5]O.C(N(CC)CC)C.S(Cl)([Cl:19])=O. The catalyst is C1C=CC=CC=1. The product is [OH:1][C:2]1[CH:3]=[C:4]([CH:7]=[CH:8][CH:9]=1)[CH2:5][Cl:19]. The yield is 0.990. (4) The reactants are [N:1]1[CH:6]=[CH:5][CH:4]=[CH:3][C:2]=1[C:7]#[C:8][CH2:9][CH2:10]O.[C:12]1(=[O:22])[C:21]2[C:16](=[CH:17][CH:18]=[CH:19][CH:20]=2)[CH:15]=[N:14][NH:13]1. No catalyst specified. The product is [N:1]1[CH:6]=[CH:5][CH:4]=[CH:3][C:2]=1[C:7]#[C:8][CH2:9][CH2:10][N:13]1[N:14]=[CH:15][C:16]2[C:21](=[CH:20][CH:19]=[CH:18][CH:17]=2)[C:12]1=[O:22]. The yield is 0.110. (5) The reactants are [F:1][C:2]1[CH:7]=[CH:6][CH:5]=[C:4]([F:8])[C:3]=1[CH2:9][CH2:10][CH2:11]O.[Br-:13].[Br-].C1(P(C2C=CC=CC=2)C2C=CC=CC=2)C=CC=CC=1. The catalyst is C(Cl)Cl. The product is [Br:13][CH2:11][CH2:10][CH2:9][C:3]1[C:2]([F:1])=[CH:7][CH:6]=[CH:5][C:4]=1[F:8]. The yield is 0.690. (6) The reactants are [CH3:1][C:2]([CH3:7])([CH3:6])[CH2:3][CH:4]=O.[CH3:8][O:9][C:10]([C:12]1([NH:17][NH2:18])[CH2:16][CH2:15][CH2:14][CH2:13]1)=[O:11]. The catalyst is CO. The product is [CH3:8][O:9][C:10]([C:12]1([NH:17][N:18]=[CH:4][CH2:3][C:2]([CH3:7])([CH3:6])[CH3:1])[CH2:16][CH2:15][CH2:14][CH2:13]1)=[O:11]. The yield is 0.910. (7) The product is [N:1]12[CH2:8][CH2:7][C:4]([C:9]([C:17]3[CH:22]=[CH:21][CH:20]=[CH:19][CH:18]=3)([C:11]3[CH:16]=[CH:15][CH:14]=[CH:13][CH:12]=3)[C:31]#[N:32])([CH2:5][CH2:6]1)[CH2:3][CH2:2]2. The catalyst is ClCCCl.CCOC(C)=O. The reactants are [N:1]12[CH2:8][CH2:7][C:4]([C:9]([C:17]3[CH:22]=[CH:21][CH:20]=[CH:19][CH:18]=3)([C:11]3[CH:16]=[CH:15][CH:14]=[CH:13][CH:12]=3)O)([CH2:5][CH2:6]1)[CH2:3][CH2:2]2.[Al+3].[Cl-].[Cl-].[Cl-].[Si]([C:31]#[N:32])(C)(C)C.C([O-])([O-])=O.[K+].[K+]. The yield is 0.597.